The task is: Predict which catalyst facilitates the given reaction.. This data is from Catalyst prediction with 721,799 reactions and 888 catalyst types from USPTO. (1) The catalyst class is: 2. Reactant: Cl.C(OC(=O)[N:8]([C:15]1[N:19]([CH3:20])[C:18]2[CH:21]=[CH:22][C:23]([N:25]([CH3:43])[C:26]3[CH:31]=[CH:30][N:29]=[C:28]([NH:32][C:33]4[CH:38]=[CH:37][CH:36]=[C:35]([S:39](=[O:42])(=[O:41])[NH2:40])[CH:34]=4)[N:27]=3)=[CH:24][C:17]=2[N:16]=1)[C:9]1[CH:14]=[CH:13][CH:12]=[CH:11][CH:10]=1)(C)(C)C.[F:45][C:46]([F:51])([F:50])[C:47]([OH:49])=[O:48]. Product: [F:45][C:46]([F:51])([F:50])[C:47]([OH:49])=[O:48].[CH3:43][N:25]([C:23]1[CH:22]=[CH:21][C:18]2[N:19]([CH3:20])[C:15]([NH:8][C:9]3[CH:14]=[CH:13][CH:12]=[CH:11][CH:10]=3)=[N:16][C:17]=2[CH:24]=1)[C:26]1[CH:31]=[CH:30][N:29]=[C:28]([NH:32][C:33]2[CH:34]=[C:35]([S:39]([NH2:40])(=[O:42])=[O:41])[CH:36]=[CH:37][CH:38]=2)[N:27]=1. (2) Reactant: [CH3:1][C:2]1([CH3:11])[CH2:7][O:6][CH:5]([C:8]([OH:10])=[O:9])[CH2:4][O:3]1.C(Cl)(=O)C(Cl)=O.[CH2:18](O)[C:19]1[CH:24]=[CH:23][CH:22]=[CH:21][CH:20]=1. Product: [CH2:18]([O:9][C:8]([CH:5]1[CH2:4][O:3][C:2]([CH3:11])([CH3:1])[CH2:7][O:6]1)=[O:10])[C:19]1[CH:24]=[CH:23][CH:22]=[CH:21][CH:20]=1. The catalyst class is: 204. (3) Reactant: [N:1]1([C:6]2[CH:11]=[CH:10][C:9]([OH:12])=[CH:8][CH:7]=2)[CH:5]=[N:4][CH:3]=[N:2]1.[Cl:13][C:14]1[CH:28]=[C:27]([O:29][CH2:30][CH:31]=[C:32]([Cl:34])[Cl:33])[CH:26]=[C:25]([Cl:35])[C:15]=1[O:16][CH2:17][CH2:18][CH2:19]OS(C)(=O)=O.C(=O)([O-])[O-].[K+].[K+]. Product: [Cl:13][C:14]1[CH:28]=[C:27]([O:29][CH2:30][CH:31]=[C:32]([Cl:34])[Cl:33])[CH:26]=[C:25]([Cl:35])[C:15]=1[O:16][CH2:17][CH2:18][CH2:19][O:12][C:9]1[CH:8]=[CH:7][C:6]([N:1]2[CH:5]=[N:4][CH:3]=[N:2]2)=[CH:11][CH:10]=1. The catalyst class is: 9.